This data is from NCI-60 drug combinations with 297,098 pairs across 59 cell lines. The task is: Regression. Given two drug SMILES strings and cell line genomic features, predict the synergy score measuring deviation from expected non-interaction effect. Drug 2: CS(=O)(=O)CCNCC1=CC=C(O1)C2=CC3=C(C=C2)N=CN=C3NC4=CC(=C(C=C4)OCC5=CC(=CC=C5)F)Cl. Drug 1: CC(C1=C(C=CC(=C1Cl)F)Cl)OC2=C(N=CC(=C2)C3=CN(N=C3)C4CCNCC4)N. Synergy scores: CSS=6.02, Synergy_ZIP=0.696, Synergy_Bliss=4.65, Synergy_Loewe=0.533, Synergy_HSA=3.31. Cell line: OVCAR-8.